Dataset: Catalyst prediction with 721,799 reactions and 888 catalyst types from USPTO. Task: Predict which catalyst facilitates the given reaction. (1) Reactant: [H-].[Na+].Cl.[F:4][C:5]1([F:12])[C:9]([F:11])([F:10])[CH2:8][NH:7][CH2:6]1.Br[CH2:14][C:15]1[CH:24]=[CH:23][C:18]([C:19]([O:21]C)=[O:20])=[CH:17][CH:16]=1.[OH-].[Li+].Cl. Product: [F:4][C:5]1([F:12])[C:9]([F:11])([F:10])[CH2:8][N:7]([CH2:14][C:15]2[CH:24]=[CH:23][C:18]([C:19]([OH:21])=[O:20])=[CH:17][CH:16]=2)[CH2:6]1. The catalyst class is: 35. (2) Reactant: [CH3:1][O:2][C:3]([C:5]1[C:10]([Cl:11])=[C:9]([NH:12][CH2:13][C:14]2[O:15][CH:16]=[CH:17][CH:18]=2)[CH:8]=[C:7]([Cl:19])[N:6]=1)=[O:4].[CH:20]1(B(O)O)[CH2:22][CH2:21]1.P([O-])([O-])([O-])=O.[K+].[K+].[K+].F[B-](F)(F)F.C1(P([CH:52]2[CH2:57][CH2:56]CCC2)C2CCCCC2)CCCCC1. Product: [CH3:1][O:2][C:3]([C:5]1[C:10]([Cl:11])=[C:9]([NH:12][CH2:13][C:14]2[O:15][CH:16]=[CH:17][CH:18]=2)[CH:8]=[C:7]([CH:20]2[CH2:22][CH2:21]2)[N:6]=1)=[O:4].[CH3:1][O:2][C:3]([C:5]1[C:10]([CH:56]2[CH2:57][CH2:52]2)=[C:9]([NH:12][CH2:13][C:14]2[O:15][CH:16]=[CH:17][CH:18]=2)[CH:8]=[C:7]([Cl:19])[N:6]=1)=[O:4]. The catalyst class is: 706. (3) Reactant: [CH2:1]([OH:8])[C:2]1[CH:7]=[CH:6][CH:5]=[CH:4][CH:3]=1.C(N(CC)CC)C.F[C:17]1[C:18]([C:24]#[N:25])=[N:19][C:20]([F:23])=[CH:21][N:22]=1. Product: [CH2:1]([O:8][C:17]1[C:18]([C:24]#[N:25])=[N:19][C:20]([F:23])=[CH:21][N:22]=1)[C:2]1[CH:7]=[CH:6][CH:5]=[CH:4][CH:3]=1. The catalyst class is: 11. (4) Reactant: [Cl:1][C:2]1[C:3]([C:16]([F:19])([F:18])[F:17])=[CH:4][C:5]2[N:9]=[C:8]([CH2:10][CH2:11][CH2:12][CH2:13][OH:14])[NH:7][C:6]=2[CH:15]=1.C(=O)([O-])[O-].[K+].[K+].[CH3:26][Si:27]([CH2:30][CH2:31][O:32][CH2:33]Cl)([CH3:29])[CH3:28]. Product: [Cl:1][C:2]1[C:3]([C:16]([F:17])([F:19])[F:18])=[CH:4][C:5]2[N:9]=[C:8]([CH2:10][CH2:11][CH2:12][CH2:13][OH:14])[N:7]([CH2:33][O:32][CH2:31][CH2:30][Si:27]([CH3:29])([CH3:28])[CH3:26])[C:6]=2[CH:15]=1. The catalyst class is: 3. (5) Reactant: C[O:2][C:3](=O)[CH2:4][CH2:5][CH2:6][CH:7]1[CH2:12][CH2:11][N:10]([CH2:13][CH2:14][O:15][CH2:16][C:17]2[CH:22]=[CH:21][CH:20]=[CH:19][CH:18]=2)[CH2:9][CH2:8]1.[NH3:24]. Product: [CH2:16]([O:15][CH2:14][CH2:13][N:10]1[CH2:11][CH2:12][CH:7]([CH2:6][CH2:5][CH2:4][C:3]([NH2:24])=[O:2])[CH2:8][CH2:9]1)[C:17]1[CH:22]=[CH:21][CH:20]=[CH:19][CH:18]=1. The catalyst class is: 5. (6) Reactant: [C:1]([O-:4])(=[O:3])C.[O:5]=[C:6]1[C@@H:9]([NH3+:10])[CH2:8][NH:7]1.[CH3:11]CN(C(C)C)C(C)C.[CH:20]1([C:26]2[CH:31]=[CH:30][C:29](C3C=CN(C([O-])=O)C(=O)C=3C)=[CH:28][CH:27]=2)[CH2:25][CH2:24][CH2:23][CH2:22][CH2:21]1. Product: [CH:26]1([C:20]2[CH:21]=[CH:22][C:23]([O:4][C:1](=[O:3])[N:10]([CH3:11])[C@H:9]3[CH2:8][NH:7][C:6]3=[O:5])=[CH:24][CH:25]=2)[CH2:27][CH2:28][CH2:29][CH2:30][CH2:31]1. The catalyst class is: 2. (7) Product: [CH2:7]([O:9][C:10](=[O:32])[C:11]1([CH2:28][CH2:29][CH2:30][CH2:31]1)[N:12]([S:13]([C:16]1[CH:25]=[C:24]2[C:19]([C:20]([Cl:27])=[CH:21][N:22]=[C:23]2[Cl:26])=[CH:18][CH:17]=1)(=[O:14])=[O:15])[CH2:4][CH2:3][N:2]([CH3:6])[CH3:1])[CH3:8]. The catalyst class is: 31. Reactant: [CH3:1][N:2]([CH3:6])[CH2:3][CH2:4]Cl.[CH2:7]([O:9][C:10](=[O:32])[C:11]1([CH2:31][CH2:30][CH2:29][CH2:28]1)[NH:12][S:13]([C:16]1[CH:25]=[C:24]2[C:19]([C:20]([Cl:27])=[CH:21][N:22]=[C:23]2[Cl:26])=[CH:18][CH:17]=1)(=[O:15])=[O:14])[CH3:8].C([O-])([O-])=O.[K+].[K+]. (8) Reactant: C([O:4][C:5]1[CH:10]=[CH:9][C:8]([C:11]2[O:12][C:13]([C:16]3[CH:21]=[CH:20][CH:19]=[C:18]([C:22]4[O:23][C:24]([C:27]5[CH:32]=[CH:31][C:30]([C:33]([CH3:36])([CH3:35])[CH3:34])=[CH:29][CH:28]=5)=[N:25][N:26]=4)[CH:17]=3)=[N:14][N:15]=2)=[CH:7][CH:6]=1)(=O)C.[OH-].[Na+].Cl. Product: [C:33]([C:30]1[CH:29]=[CH:28][C:27]([C:24]2[O:23][C:22]([C:18]3[CH:17]=[C:16]([C:13]4[O:12][C:11]([C:8]5[CH:7]=[CH:6][C:5]([OH:4])=[CH:10][CH:9]=5)=[N:15][N:14]=4)[CH:21]=[CH:20][CH:19]=3)=[N:26][N:25]=2)=[CH:32][CH:31]=1)([CH3:36])([CH3:34])[CH3:35]. The catalyst class is: 1.